Dataset: Cav3 T-type calcium channel HTS with 100,875 compounds. Task: Binary Classification. Given a drug SMILES string, predict its activity (active/inactive) in a high-throughput screening assay against a specified biological target. (1) The drug is O=C(NCc1cc2c(n(c(c2)C)C)cc1)Nc1ccccc1. The result is 0 (inactive). (2) The compound is O1c2n(nc3c2ccc(c3)C(=O)NC(CO)C)c2c(C1)cccc2. The result is 0 (inactive). (3) The drug is S(=O)(=O)(Nc1nc(OC)nc(OC)c1)c1ccc(NC(=O)COc2c(cccc2)C)cc1. The result is 0 (inactive). (4) The drug is Brc1cc(CNc2ccccc2)ccc1OC. The result is 0 (inactive). (5) The result is 0 (inactive). The compound is S(=O)(=O)(N(c1c(OC)ccc(c1)C)CC(=O)NC)c1ccc(cc1)C. (6) The drug is s1c(C(=O)N2CCCCC2)c(c(c1NC(=O)CC)C(OCC)=O)C. The result is 0 (inactive).